The task is: Predict the reactants needed to synthesize the given product.. This data is from Retrosynthesis with 50K atom-mapped reactions and 10 reaction types from USPTO. (1) Given the product O=C(NCC(F)(F)F)C1NCc2ccccc21, predict the reactants needed to synthesize it. The reactants are: CC(C)(C)OC(=O)N1Cc2ccccc2C1C(=O)NCC(F)(F)F. (2) The reactants are: C=O.CCn1cc(C(=O)O)c(=O)c2cc(F)c(N3CCNC(c4ccc(Br)s4)C3)cc21. Given the product CCn1cc(C(=O)O)c(=O)c2cc(F)c(N3CCN(C)C(c4ccc(Br)s4)C3)cc21, predict the reactants needed to synthesize it. (3) Given the product Cc1ccc(CN2C(=O)c3ccccc3C2=O)n1CCCn1ccnc1, predict the reactants needed to synthesize it. The reactants are: CC(=O)CCC(=O)CN1C(=O)c2ccccc2C1=O.NCCCn1ccnc1. (4) Given the product Nc1ccc(OC2CCN(C3CCC3)CC2)cc1, predict the reactants needed to synthesize it. The reactants are: O=[N+]([O-])c1ccc(OC2CCN(C3CCC3)CC2)cc1. (5) Given the product CC(=O)Nc1sc(-c2ccc(F)cc2)cc1C(N)=O, predict the reactants needed to synthesize it. The reactants are: CC(=O)Cl.NC(=O)c1cc(-c2ccc(F)cc2)sc1N. (6) Given the product c1csc(-c2cccc3ccccc23)c1, predict the reactants needed to synthesize it. The reactants are: Brc1cccc2ccccc12.Brc1cccs1.